This data is from CYP2C9 inhibition data for predicting drug metabolism from PubChem BioAssay. The task is: Regression/Classification. Given a drug SMILES string, predict its absorption, distribution, metabolism, or excretion properties. Task type varies by dataset: regression for continuous measurements (e.g., permeability, clearance, half-life) or binary classification for categorical outcomes (e.g., BBB penetration, CYP inhibition). Dataset: cyp2c9_veith. (1) The molecule is Nc1nc(N)c(Cn2ccnc2)c(=O)[nH]1. The result is 0 (non-inhibitor). (2) The compound is CCCC(=O)Nc1ccc2nc(SCC(=O)Nc3ccc(N4CCOCC4)c(Cl)c3)sc2c1. The result is 1 (inhibitor). (3) The compound is Cc1ccc(C(=O)c2ccc(CC(=O)[O-])n2C)cc1.O.O.[Na+]. The result is 0 (non-inhibitor).